This data is from Drug-target binding data from BindingDB using IC50 measurements. The task is: Regression. Given a target protein amino acid sequence and a drug SMILES string, predict the binding affinity score between them. We predict pIC50 (pIC50 = -log10(IC50 in M); higher means more potent). Dataset: bindingdb_ic50. (1) The small molecule is CCCNC(=O)C(=O)[O-]. The target protein (P06151) has sequence MATLKDQLIVNLLKEEQAPQNKITVVGVGAVGMACAISILMKDLADELALVDVMEDKLKGEMMDLQHGSLFLKTPKIVSSKDYCVTANSKLVIITAGARQQEGESRLNLVQRNVNIFKFIIPNIVKYSPHCKLLIVSNPVDILTYVAWKISGFPKNRVIGSGCNLDSARFRYLMGERLGVHALSCHGWVLGEHGDSSVPVWSGVNVAGVSLKSLNPELGTDADKEQWKEVHKQVVDSAYEVIKLKGYTSWAIGLSVADLAESIMKNLRRVHPISTMIKGLYGINEDVFLSVPCILGQNGISDVVKVTLTPEEEARLKKSADTLWGIQKELQF. The pIC50 is 2.8. (2) The compound is N#C/C(=C\c1ccc(O)c(O)c1)C(N)=S. The target protein sequence is GVDYKYKQKPKYQVRWKIIESYEGNSYTFIDPTQLPYNEKWEFPRNNLQFGKTLGAGAFGKVVEATAFGLGKEDAVLKVAVKMLKSTAHADEKEALMSELKIMSHLGQHENIVNLLGACTHGGPVLVITEYCCYGDLLNFLRRKSRVLETDPAFAIANSTASTRDLLHFSSQVAQGMAFLASKNCIHRDVAARNVLLTNGHVAKIGDFGLARDIMNDSNYIVKGNARLPVKWMAPESIFDCVYTVQSDVWSYGILLWEIFSLGLNPYPGILVNSKFYKLVKDGYQMAQPAFAPKNIYSIMQACWALEPTHRPTFQQICSFLQEQAQEDRRERD. The pIC50 is 5.5. (3) The pIC50 is 4.3. The target protein (P0A091) has sequence MLNYTGLENKNVLVVGLAKSGYEAAKLLSKLGANVTVNDGKDLSQDAHAKDLESMGISVVSGSHPLTLLDNNPIIVKNPGIPYTVSIIDEAVKRGLKILTEVELSYLISEAPIIAVTGTNGKTTVTSLIGDMFKKSRLTGRLSGNIGYVASKVAQEVKPTDYLVTELSSFQLLGIEKYKPHIAIITNIYSAHLDYHENLENYQNAKKQIYKNQTEEDYLICNYHQRQVIESEELKAKTLYFSTQQEVDGIYIKDGFIVYKGVRIINTEDLVLPGEHNLENILAAVLACILAGVPIKAIIDSLTTFSGIEHRLQYVGTNRTNKYYNDSKATNTLATQFALNSFNQPIIWLCGGLDRGNEFDELIPYMENVRAMVVFGQTKAKFAKLGNSQGKSVIEANNVEDAVDKVQDIIEPNDVVLLSPACASWDQYSTFEERGEKFIERFRAHLPSY. The compound is Oc1c2c(nn1-c1ccc(Cl)cc1)CCS2.